This data is from Forward reaction prediction with 1.9M reactions from USPTO patents (1976-2016). The task is: Predict the product of the given reaction. (1) Given the reactants [C:1]([O:5][C:6]([N:8]1[CH2:13][CH2:12][CH:11]([OH:14])[CH2:10][CH2:9]1)=[O:7])([CH3:4])([CH3:3])[CH3:2].[Br:15][C:16]1[CH:17]=[C:18]([N+:23]([O-:25])=[O:24])[CH:19]=[CH:20][C:21]=1O.BrC1C=C([N+]([O-])=O)C=CC=1.C1(P(C2C=CC=CC=2)C2C=CC=CC=2)C=CC=CC=1.N(C(OCC)=O)=NC(OCC)=O, predict the reaction product. The product is: [Br:15][C:16]1[CH:17]=[C:18]([N+:23]([O-:25])=[O:24])[CH:19]=[CH:20][C:21]=1[O:14][CH:11]1[CH2:12][CH2:13][N:8]([C:6]([O:5][C:1]([CH3:4])([CH3:2])[CH3:3])=[O:7])[CH2:9][CH2:10]1. (2) Given the reactants CC1C=CC(S(OCC2CC3C=CC=C(C4C=CC=CC=4F)C=3O2)(=O)=O)=CC=1.[N-]=[N+]=[N-].[Na+].N(CC1CC2C=C(Cl)C=C(C3C=CSC=3)C=2O1)=[N+]=[N-].[N:52]([CH2:55][CH:56]1[CH2:60][C:59]2[CH:61]=[CH:62][CH:63]=[C:64]([C:65]3[CH:70]=[CH:69][CH:68]=[CH:67][C:66]=3[F:71])[C:58]=2[O:57]1)=[N+]=[N-].[N-]=[N+]=[N-], predict the reaction product. The product is: [F:71][C:66]1[CH:67]=[CH:68][CH:69]=[CH:70][C:65]=1[C:64]1[C:58]2[O:57][CH:56]([CH2:55][NH2:52])[CH2:60][C:59]=2[CH:61]=[CH:62][CH:63]=1. (3) Given the reactants [CH:1]1([C:4]2[NH:8][N:7]=[C:6]([NH:9][C:10]3[C:17]([F:18])=[CH:16][C:13]([CH:14]=O)=[C:12]([NH:19][C@H:20]([C:22]4[CH:27]=[CH:26][C:25]([F:28])=[CH:24][CH:23]=4)[CH3:21])[N:11]=3)[CH:5]=2)[CH2:3][CH2:2]1.[CH3:29][NH2:30].[BH-](OC(C)=O)(OC(C)=O)OC(C)=O.[Na+].[BH4-].[Na+], predict the reaction product. The product is: [CH:1]1([C:4]2[NH:8][N:7]=[C:6]([NH:9][C:10]3[C:17]([F:18])=[CH:16][C:13]([CH2:14][NH:30][CH3:29])=[C:12]([NH:19][C@H:20]([C:22]4[CH:27]=[CH:26][C:25]([F:28])=[CH:24][CH:23]=4)[CH3:21])[N:11]=3)[CH:5]=2)[CH2:3][CH2:2]1. (4) Given the reactants C([Li])(CC)C.[CH2:6]([N:8]([CH2:18][CH3:19])[C:9](=[O:17])[C:10]1[CH:15]=[CH:14][C:13]([CH3:16])=[CH:12][CH:11]=1)[CH3:7].CN([CH:23]=[O:24])C.CCCCCC.C(OCC)(=O)C, predict the reaction product. The product is: [CH2:18]([N:8]([CH2:6][CH3:7])[C:9](=[O:17])[C:10]1[CH:15]=[CH:14][C:13]([CH3:16])=[CH:12][C:11]=1[CH:23]=[O:24])[CH3:19]. (5) Given the reactants [CH2:1]([C:5]1[N:9]=[C:8]([CH2:10][C:11]#[N:12])[NH:7][N:6]=1)[CH2:2][CH2:3][CH3:4].C([O:15][C:16](=O)[CH:17]([C:22](=O)[CH3:23])[CH2:18][CH2:19][CH2:20][CH3:21])C.C([O-])(=O)C.[NH4+], predict the reaction product. The product is: [CH2:1]([C:5]1[NH:9][C:8]2=[C:10]([C:11]#[N:12])[C:22]([CH3:23])=[C:17]([CH2:18][CH2:19][CH2:20][CH3:21])[C:16](=[O:15])[N:7]2[N:6]=1)[CH2:2][CH2:3][CH3:4]. (6) Given the reactants [F:1][C:2]1[CH:3]=[C:4]([CH:12]=[CH:13][C:14]=1[O:15][CH3:16])[C:5]([CH2:7][CH2:8][C:9]([OH:11])=[O:10])=O.C(O)C, predict the reaction product. The product is: [F:1][C:2]1[CH:3]=[C:4]([CH2:5][CH2:7][CH2:8][C:9]([OH:11])=[O:10])[CH:12]=[CH:13][C:14]=1[O:15][CH3:16]. (7) The product is: [Cl:15][C:16]1[CH:17]=[C:18]([CH2:23][C:24]([N:26]2[CH:35]3[CH:30]([CH2:31][CH2:32][CH2:33][CH:34]3[N:36]3[CH2:40][CH2:39][CH2:38][CH2:37]3)[N:29]([CH2:9][C:6]3[CH:7]=[CH:8][C:3]([O:2][CH3:1])=[CH:4][CH:5]=3)[CH2:28][CH2:27]2)=[O:25])[CH:19]=[CH:20][C:21]=1[Cl:22]. Given the reactants [CH3:1][O:2][C:3]1[CH:4]=[CH:5][C:6]([CH:9]=O)=[CH:7][CH:8]=1.[BH3-]C#N.[Na+].[Cl:15][C:16]1[CH:17]=[C:18]([CH2:23][C:24]([N:26]2[CH:35]3[CH:30]([CH2:31][CH2:32][CH2:33][CH:34]3[N:36]3[CH2:40][CH2:39][CH2:38][CH2:37]3)[NH:29][CH2:28][CH2:27]2)=[O:25])[CH:19]=[CH:20][C:21]=1[Cl:22].C([O-])([O-])=O.[Na+].[Na+], predict the reaction product.